The task is: Predict the reactants needed to synthesize the given product.. This data is from Full USPTO retrosynthesis dataset with 1.9M reactions from patents (1976-2016). (1) Given the product [CH3:14][C:11]1[C:10]([CH3:15])=[C:9]([NH:8][C:6]2[CH:5]=[CH:4][N:3]=[C:2]([NH:29][C:19]3[CH:20]=[C:21]([S:23]([CH:26]([CH3:27])[CH3:28])(=[O:25])=[O:24])[CH:22]=[C:17]([CH3:16])[CH:18]=3)[N:7]=2)[NH:13][N:12]=1, predict the reactants needed to synthesize it. The reactants are: Cl[C:2]1[N:7]=[C:6]([NH:8][C:9]2[NH:13][N:12]=[C:11]([CH3:14])[C:10]=2[CH3:15])[CH:5]=[CH:4][N:3]=1.[CH3:16][C:17]1[CH:18]=[C:19]([NH2:29])[CH:20]=[C:21]([S:23]([CH:26]([CH3:28])[CH3:27])(=[O:25])=[O:24])[CH:22]=1.Cl. (2) Given the product [CH2:44]([CH:40]1[N:39]2[C:30](=[N:31][C:32]3[C:37]([C:38]2=[O:49])=[CH:36][CH:35]=[CH:34][CH:33]=3)[N:1]([CH2:2][C:3]2[CH:4]=[CH:5][C:6]([N:9]3[CH2:10][CH2:11][N:12]([C:15]([O:17][C:18]([CH3:21])([CH3:20])[CH3:19])=[O:16])[CH2:13][CH2:14]3)=[CH:7][CH:8]=2)[C:45]1=[O:47])[CH:43]([CH3:42])[CH3:22], predict the reactants needed to synthesize it. The reactants are: [NH2:1][CH2:2][C:3]1[CH:8]=[CH:7][C:6]([N:9]2[CH2:14][CH2:13][N:12]([C:15]([O:17][C:18]([CH3:21])([CH3:20])[CH3:19])=[O:16])[CH2:11][CH2:10]2)=[CH:5][CH:4]=1.[CH2:22](N(CC)CC)C.Cl[C:30]1[N:39]([C:40]2([C:45]([O:47]C)=O)[CH2:44][CH2:43][CH2:42]C2)[C:38](=[O:49])[C:37]2[C:32](=[CH:33][CH:34]=[CH:35][CH:36]=2)[N:31]=1. (3) The reactants are: S(=O)(=O)(O)O.[CH2:6]([NH:8][CH2:9][C:10]([OH:12])=[O:11])[CH3:7].[OH-].[Na+].C(=O)([O-])O.[Na+].[CH3:20][CH2:21]O. Given the product [CH2:6]([NH:8][CH2:9][C:10]([O:12][CH2:20][CH3:21])=[O:11])[CH3:7], predict the reactants needed to synthesize it.